Dataset: Reaction yield outcomes from USPTO patents with 853,638 reactions. Task: Predict the reaction yield, written as a fraction of the theoretical maximum amount of product (1.0 means a 100% yield; for example, 0.34 means a 34% yield). (1) The reactants are [F:1][C:2]1[CH:11]=[C:10]2[C:5]([CH:6]=[C:7]([C:25]([NH:27][NH2:28])=[NH:26])[N:8]=[C:9]2[NH:12][C@H:13]2[CH2:17][CH2:16][N:15]([C:18]([O:20][C:21]([CH3:24])([CH3:23])[CH3:22])=[O:19])[CH2:14]2)=[CH:4][CH:3]=1.C1N=CN([C:34](N2C=NC=C2)=[O:35])C=1. The catalyst is O1CCOCC1. The product is [F:1][C:2]1[CH:11]=[C:10]2[C:5]([CH:6]=[C:7]([C:25]3[NH:26][C:34](=[O:35])[NH:28][N:27]=3)[N:8]=[C:9]2[NH:12][C@H:13]2[CH2:17][CH2:16][N:15]([C:18]([O:20][C:21]([CH3:24])([CH3:22])[CH3:23])=[O:19])[CH2:14]2)=[CH:4][CH:3]=1. The yield is 0.340. (2) The reactants are CN(C)/[CH:3]=[C:4](\[C:15]1[NH:16][CH:17]=[CH:18][N:19]=1)/[C:5]([C:7]1[CH:12]=[CH:11][C:10]([C:13]#[N:14])=[CH:9][CH:8]=1)=O.Cl.[C:22]([NH:25][CH2:26][CH2:27][NH:28][C:29]([O:31][C:32]([CH3:35])([CH3:34])[CH3:33])=[O:30])(=[NH:24])[NH2:23].C([O-])([O-])=O.[Cs+].[Cs+]. The catalyst is CN1C(=O)CCC1. The yield is 0.830. The product is [C:32]([O:31][C:29]([NH:28][CH2:27][CH2:26][NH:25][C:22]1[N:23]=[C:5]([C:7]2[CH:8]=[CH:9][C:10]([C:13]#[N:14])=[CH:11][CH:12]=2)[C:4]([C:15]2[NH:19][CH:18]=[CH:17][N:16]=2)=[CH:3][N:24]=1)=[O:30])([CH3:35])([CH3:34])[CH3:33]. (3) No catalyst specified. The yield is 0.860. The product is [NH2:2][C:1]1[C:3]([C:10]([O:12][CH2:13][CH3:14])=[O:11])=[C:4]([O:25][CH2:19][CH2:18][OH:21])[NH:17][N:16]=1. The reactants are [C:1]([C:3]([C:10]([O:12][CH2:13][CH3:14])=[O:11])=[CH:4]C1OCCO1)#[N:2].Cl.[NH2:16][NH2:17].[C:18]([O-:21])(=O)[CH3:19].[Na+].C([OH:25])C.